From a dataset of Reaction yield outcomes from USPTO patents with 853,638 reactions. Predict the reaction yield, written as a fraction of the theoretical maximum amount of product (1.0 means a 100% yield; for example, 0.34 means a 34% yield). (1) The reactants are O[C:2]1[CH:9]=[CH:8][C:5]([CH:6]=[O:7])=[CH:4][CH:3]=1.[C:10](=[O:13])([O-])[O-].[K+].[K+].[CH2:16](Br)[C:17]#C. The catalyst is C1(C)C=CC=CC=1.CC(C)=O. The product is [CH2:10]([O:13][C:8]1[CH:9]=[CH:2][CH:3]=[CH:4][C:5]=1[CH:6]=[O:7])[C:16]#[CH:17]. The yield is 1.00. (2) The reactants are [CH3:1][C:2]1[C:3](=[O:28])[C:4]2[C:9]([C:10](=[O:27])[C:11]=1[CH2:12][CH:13]([C:15](=[O:26])[C@H:16]([CH3:25])[NH:17]C(OC(C)(C)C)=O)[NH2:14])=[CH:8][CH:7]=[CH:6][CH:5]=2.C(Cl)Cl.C(O)(C(F)(F)F)=O.Cl. The catalyst is CCOCC. The product is [CH3:1][C:2]1[C:3](=[O:28])[C:4]2[C:9]([C:10](=[O:27])[C:11]=1[CH2:12][CH:13]([C:15](=[O:26])[C@H:16]([CH3:25])[NH2:17])[NH2:14])=[CH:8][CH:7]=[CH:6][CH:5]=2. The yield is 0.920. (3) The reactants are [C:1]([C:4]1[CH:5]=[C:6]([CH:17]=[CH:18][CH:19]=1)[O:7][C:8]1[CH:13]=[CH:12][C:11]([N+:14]([O-])=O)=[CH:10][CH:9]=1)([OH:3])=[O:2]. The catalyst is CO.[Pd]. The product is [C:1]([C:4]1[CH:5]=[C:6]([CH:17]=[CH:18][CH:19]=1)[O:7][C:8]1[CH:13]=[CH:12][C:11]([NH2:14])=[CH:10][CH:9]=1)([OH:3])=[O:2]. The yield is 0.480. (4) The reactants are [O:1]1[CH:5]=[CH:4][N:3]=[CH:2]1.B.[Li]CCCC.[C:12]([N:19]1[CH2:24][CH2:23][CH2:22][CH2:21][C:20]1=O)([O:14][C:15]([CH3:18])([CH3:17])[CH3:16])=[O:13].C1C[O:29]CC1. No catalyst specified. The product is [C:15]([O:14][C:12]([N:19]1[CH2:24][CH2:23][C:22]([OH:29])([C:2]2[O:1][CH:5]=[CH:4][N:3]=2)[CH2:21][CH2:20]1)=[O:13])([CH3:18])([CH3:17])[CH3:16]. The yield is 0.440. (5) The reactants are [CH3:1][O:2][C:3]1[CH:4]=[C:5]2[C:10](=[CH:11][C:12]=1[O:13][CH3:14])[N:9]=[CH:8][CH:7]=[C:6]2[O:15][C:16]1[CH:22]=[CH:21][C:19]([NH2:20])=[CH:18][CH:17]=1.Cl[C:24](Cl)([O:26][C:27](=[O:33])OC(Cl)(Cl)Cl)Cl.[CH3:35][N:36]1[CH2:41]C[CH2:39][CH:38](O)[CH2:37]1.C(=O)(O)[O-].[Na+]. The catalyst is C(Cl)Cl.C(N(CC)CC)C.C1(C)C=CC=CC=1. The product is [CH3:1][O:2][C:3]1[CH:4]=[C:5]2[C:10](=[CH:11][C:12]=1[O:13][CH3:14])[N:9]=[CH:8][CH:7]=[C:6]2[O:15][C:16]1[CH:22]=[CH:21][C:19]([NH:20][C:27](=[O:33])[O:26][CH:24]2[CH2:39][CH2:38][CH2:37][N:36]([CH3:41])[CH2:35]2)=[CH:18][CH:17]=1. The yield is 0.270. (6) The reactants are [CH2:1]([C:3]([C:6]1[C:7]([Br:23])=[C:8]2[N:13]([C:14]=1[CH2:15][N:16]1[CH2:21][CH2:20][O:19][CH2:18][CH2:17]1)[N:12]=[CH:11][N:10]=[C:9]2[NH2:22])([OH:5])C)C.CC(OI1(OC(C)=O)(OC(C)=O)OC(=O)C2C=CC=CC1=2)=O. The catalyst is C1COCC1. The product is [NH2:22][C:9]1[C:8]2=[C:7]([Br:23])[C:6]([C:3](=[O:5])[CH3:1])=[C:14]([CH2:15][N:16]3[CH2:17][CH2:18][O:19][CH2:20][CH2:21]3)[N:13]2[N:12]=[CH:11][N:10]=1. The yield is 0.830. (7) The reactants are Br[C:2]1[CH:3]=[CH:4][C:5]2[CH:11]=[CH:10][C:9]3[CH:12]=[CH:13][C:14](Br)=[CH:15][C:8]=3[B:7]([C:17]3[C:22]([C:23]([CH3:26])([CH3:25])[CH3:24])=[CH:21][C:20]([C:27]([CH3:30])([CH3:29])[CH3:28])=[CH:19][C:18]=3[C:31]([CH3:34])([CH3:33])[CH3:32])[C:6]=2[CH:35]=1.[C:36]1([C:42]#[CH:43])[CH:41]=[CH:40][CH:39]=[CH:38][CH:37]=1.Br[C:45]1[CH:46]=[CH:47][C:48]2[CH:54]=[CH:53]C3C=CC(Br)=CC=3[Sn](C)(C)[C:49]=2[CH:62]=1. The catalyst is C1(C)C=CC=CC=1.[Cu]I.C1C=CC([P]([Pd]([P](C2C=CC=CC=2)(C2C=CC=CC=2)C2C=CC=CC=2)([P](C2C=CC=CC=2)(C2C=CC=CC=2)C2C=CC=CC=2)[P](C2C=CC=CC=2)(C2C=CC=CC=2)C2C=CC=CC=2)(C2C=CC=CC=2)C2C=CC=CC=2)=CC=1. The product is [C:36]1([C:42]#[C:43][C:2]2[CH:3]=[CH:4][C:5]3[CH:11]=[CH:10][C:9]4[CH:12]=[CH:13][C:14]([C:53]#[C:54][C:48]5[CH:49]=[CH:62][CH:45]=[CH:46][CH:47]=5)=[CH:15][C:8]=4[B:7]([C:17]4[C:22]([C:23]([CH3:24])([CH3:26])[CH3:25])=[CH:21][C:20]([C:27]([CH3:30])([CH3:28])[CH3:29])=[CH:19][C:18]=4[C:31]([CH3:34])([CH3:33])[CH3:32])[C:6]=3[CH:35]=2)[CH:41]=[CH:40][CH:39]=[CH:38][CH:37]=1. The yield is 0.330.